Dataset: Reaction yield outcomes from USPTO patents with 853,638 reactions. Task: Predict the reaction yield, written as a fraction of the theoretical maximum amount of product (1.0 means a 100% yield; for example, 0.34 means a 34% yield). (1) The reactants are [O:1]1[CH2:6][CH2:5][O:4][C:3]2[CH:7]=[C:8]([NH2:11])[CH:9]=[CH:10][C:2]1=2.F[C:13]1[CH:18]=[CH:17][CH:16]=[CH:15][C:14]=1[N+:19]([O-:21])=[O:20].C(=O)([O-])[O-].[K+].[K+].O. The catalyst is CN1CCCC1=O. The product is [N+:19]([C:14]1[CH:15]=[CH:16][CH:17]=[CH:18][C:13]=1[NH:11][C:8]1[CH:9]=[CH:10][C:2]2[O:1][CH2:6][CH2:5][O:4][C:3]=2[CH:7]=1)([O-:21])=[O:20]. The yield is 0.660. (2) The yield is 0.490. The catalyst is CO. The product is [F:1][C:2]1[C:10]2[CH2:9][CH2:8][CH2:7][CH2:6][C:5]=2[N:4]2[CH2:11][CH2:12][N:13]([C:16]3[C:17]([CH2:18][OH:19])=[C:20]([C:24]4[CH:29]=[C:28]([NH:30][C:31]5[CH:36]=[CH:35][N:34]=[CH:33][N:32]=5)[C:27](=[O:37])[N:26]([CH3:38])[CH:25]=4)[CH:21]=[CH:22][N:23]=3)[C:14](=[O:15])[C:3]=12. The reactants are [F:1][C:2]1[C:10]2[CH2:9][CH2:8][CH2:7][CH2:6][C:5]=2[N:4]2[CH2:11][CH2:12][N:13]([C:16]3[N:23]=[CH:22][CH:21]=[C:20]([C:24]4[CH:29]=[C:28]([NH:30][C:31]5[CH:36]=[CH:35][N:34]=[CH:33][N:32]=5)[C:27](=[O:37])[N:26]([CH3:38])[CH:25]=4)[C:17]=3[CH:18]=[O:19])[C:14](=[O:15])[C:3]=12.[BH4-].[Na+].